Dataset: Full USPTO retrosynthesis dataset with 1.9M reactions from patents (1976-2016). Task: Predict the reactants needed to synthesize the given product. (1) Given the product [NH2:8][C:4]1[N:5]=[CH:6][N:7]=[C:2]([C:16]([O:22][CH3:21])=[O:17])[CH:3]=1, predict the reactants needed to synthesize it. The reactants are: Cl[C:2]1[N:7]=[CH:6][N:5]=[C:4]([NH2:8])[CH:3]=1.CCN(CC)CC.[CH3:16][OH:17].CN([CH:21]=[O:22])C. (2) Given the product [ClH:9].[C:38]([C:36]1[N:37]=[C:32]([C:29]2[CH:30]=[CH:31][C:26]([O:25][CH2:24][CH2:23][CH:20]3[CH2:21][CH2:22][N:17]([CH2:10][C:11]([N:13]([CH3:15])[CH3:14])=[O:12])[CH2:18][CH2:19]3)=[C:27]([C:49]([F:50])([F:51])[F:52])[CH:28]=2)[C:33]2[CH:42]=[CH:41][N:40]([CH2:43][CH:44]3[CH2:48][CH2:47][CH2:46][O:45]3)[C:34]=2[N:35]=1)#[N:39], predict the reactants needed to synthesize it. The reactants are: C(=O)([O-])[O-].[K+].[K+].[I-].[K+].[Cl:9][CH2:10][C:11]([N:13]([CH3:15])[CH3:14])=[O:12].Cl.[NH:17]1[CH2:22][CH2:21][CH:20]([CH2:23][CH2:24][O:25][C:26]2[CH:31]=[CH:30][C:29]([C:32]3[C:33]4[CH:42]=[CH:41][N:40]([CH2:43][CH:44]5[CH2:48][CH2:47][CH2:46][O:45]5)[C:34]=4[N:35]=[C:36]([C:38]#[N:39])[N:37]=3)=[CH:28][C:27]=2[C:49]([F:52])([F:51])[F:50])[CH2:19][CH2:18]1.C([O-])(O)=O.[Na+]. (3) Given the product [F:1][C:2]1[CH:7]=[CH:6][C:5]([C:8]2[N:9]=[C:10]([CH:29]=[O:30])[N:11]([CH2:13][O:14][CH2:15][CH2:16][Si:17]([CH3:20])([CH3:19])[CH3:18])[CH:12]=2)=[CH:4][CH:3]=1, predict the reactants needed to synthesize it. The reactants are: [F:1][C:2]1[CH:7]=[CH:6][C:5]([C:8]2[N:9]=[CH:10][N:11]([CH2:13][O:14][CH2:15][CH2:16][Si:17]([CH3:20])([CH3:19])[CH3:18])[CH:12]=2)=[CH:4][CH:3]=1.[Li]CCCC.CN([CH:29]=[O:30])C. (4) Given the product [CH3:27][S:24]([N:21]1[CH2:22][CH2:23][CH:18]([NH:17][C:13]2[N:12]=[C:11]([N:7]3[C:6]4[CH:5]=[CH:4][CH:3]=[C:2]([C:30]5[C:29]([CH3:28])=[CH:33][S:32][CH:31]=5)[C:10]=4[N:9]=[N:8]3)[CH:16]=[CH:15][N:14]=2)[CH2:19][CH2:20]1)(=[O:26])=[O:25], predict the reactants needed to synthesize it. The reactants are: I[C:2]1[C:10]2[N:9]=[N:8][N:7]([C:11]3[CH:16]=[CH:15][N:14]=[C:13]([NH:17][CH:18]4[CH2:23][CH2:22][N:21]([S:24]([CH3:27])(=[O:26])=[O:25])[CH2:20][CH2:19]4)[N:12]=3)[C:6]=2[CH:5]=[CH:4][CH:3]=1.[CH3:28][C:29]1[C:30](B(O)O)=[CH:31][S:32][CH:33]=1.C([O-])([O-])=O.[Na+].[Na+].C1(C)C=CC=CC=1. (5) Given the product [CH3:42][O:43][CH:44]([O:48][CH3:49])[CH2:50][N:51]([CH3:52])[C:53]([NH:1][C:2]1[CH:11]=[C:10]2[C:5]([CH:6]=[C:7]([C:13]3[CH:18]=[CH:17][CH:16]=[CH:15][C:14]=3[C:19]([F:22])([F:20])[F:21])[NH:8][C:9]2=[O:12])=[CH:4][CH:3]=1)=[O:54], predict the reactants needed to synthesize it. The reactants are: [NH2:1][C:2]1[CH:11]=[C:10]2[C:5]([CH:6]=[C:7]([C:13]3[CH:18]=[CH:17][CH:16]=[CH:15][C:14]=3[C:19]([F:22])([F:21])[F:20])[NH:8][C:9]2=[O:12])=[CH:4][CH:3]=1.N1C=CC=CC=1.ClC(OC1C=CC([N+]([O-])=O)=CC=1)=O.[CH3:42][O:43][CH:44]([O:48][CH3:49])CNC.[CH3:50][N:51]([CH:53]=[O:54])[CH3:52].